This data is from NCI-60 drug combinations with 297,098 pairs across 59 cell lines. The task is: Regression. Given two drug SMILES strings and cell line genomic features, predict the synergy score measuring deviation from expected non-interaction effect. (1) Drug 1: CN(CC1=CN=C2C(=N1)C(=NC(=N2)N)N)C3=CC=C(C=C3)C(=O)NC(CCC(=O)O)C(=O)O. Drug 2: C1CC(C1)(C(=O)O)C(=O)O.[NH2-].[NH2-].[Pt+2]. Cell line: SK-OV-3. Synergy scores: CSS=6.93, Synergy_ZIP=-3.47, Synergy_Bliss=-5.65, Synergy_Loewe=-3.92, Synergy_HSA=-3.50. (2) Drug 1: C1=CC(=CC=C1CCCC(=O)O)N(CCCl)CCCl. Drug 2: C1C(C(OC1N2C=NC3=C2NC=NCC3O)CO)O. Cell line: HT29. Synergy scores: CSS=1.72, Synergy_ZIP=-2.18, Synergy_Bliss=-0.0261, Synergy_Loewe=-10.5, Synergy_HSA=-2.13. (3) Drug 1: CC1=CC=C(C=C1)C2=CC(=NN2C3=CC=C(C=C3)S(=O)(=O)N)C(F)(F)F. Drug 2: C(CC(=O)O)C(=O)CN.Cl. Cell line: U251. Synergy scores: CSS=6.47, Synergy_ZIP=1.03, Synergy_Bliss=4.86, Synergy_Loewe=1.05, Synergy_HSA=1.39. (4) Drug 1: C1CC(C1)(C(=O)O)C(=O)O.[NH2-].[NH2-].[Pt+2]. Drug 2: CS(=O)(=O)OCCCCOS(=O)(=O)C. Cell line: CAKI-1. Synergy scores: CSS=-1.67, Synergy_ZIP=-0.797, Synergy_Bliss=1.20, Synergy_Loewe=-8.52, Synergy_HSA=-5.17. (5) Drug 1: C1CN(CCN1C(=O)CCBr)C(=O)CCBr. Drug 2: CC1C(C(CC(O1)OC2CC(CC3=C2C(=C4C(=C3O)C(=O)C5=C(C4=O)C(=CC=C5)OC)O)(C(=O)CO)O)N)O.Cl. Cell line: HL-60(TB). Synergy scores: CSS=46.9, Synergy_ZIP=-11.1, Synergy_Bliss=-12.2, Synergy_Loewe=-8.95, Synergy_HSA=-7.18.